This data is from Full USPTO retrosynthesis dataset with 1.9M reactions from patents (1976-2016). The task is: Predict the reactants needed to synthesize the given product. (1) Given the product [CH3:1][O:2][C:3](=[O:15])[C:4]1[CH:9]=[C:8]([C:17]#[C:16][C:18]2[CH:23]=[CH:22][CH:21]=[CH:20][CH:19]=2)[CH:7]=[CH:6][C:5]=1[O:11][CH:12]([CH3:14])[CH3:13], predict the reactants needed to synthesize it. The reactants are: [CH3:1][O:2][C:3](=[O:15])[C:4]1[CH:9]=[C:8](I)[CH:7]=[CH:6][C:5]=1[O:11][CH:12]([CH3:14])[CH3:13].[C:16]([C:18]1[CH:23]=[CH:22][CH:21]=[CH:20][CH:19]=1)#[CH:17]. (2) Given the product [CH3:39][O:40][C:41](=[O:45])[CH2:42][CH2:43][NH:44][C:27](=[O:28])[C:26]1[CH:25]=[CH:24][C:23]([CH:18]([NH:17][C:14]2[CH:15]=[CH:16][C:11]([C:8]3[CH:7]=[CH:6][C:5]([C:1]([CH3:2])([CH3:4])[CH3:3])=[CH:10][CH:9]=3)=[CH:12][CH:13]=2)[CH2:19][CH:20]([CH3:22])[CH3:21])=[CH:31][CH:30]=1, predict the reactants needed to synthesize it. The reactants are: [C:1]([C:5]1[CH:10]=[CH:9][C:8]([C:11]2[CH:16]=[CH:15][C:14]([NH:17][CH:18]([C:23]3[CH:31]=[CH:30][C:26]([C:27](O)=[O:28])=[CH:25][CH:24]=3)[CH2:19][CH:20]([CH3:22])[CH3:21])=[CH:13][CH:12]=2)=[CH:7][CH:6]=1)([CH3:4])([CH3:3])[CH3:2].C(N(CC)CC)C.[CH3:39][O:40][C:41](=[O:45])[CH2:42][CH2:43][NH2:44].CCN=C=NCCCN(C)C. (3) Given the product [N+:20]([C:13]1([C:14]2[CH:15]=[CH:16][CH:17]=[CH:18][CH:19]=2)[CH2:6][NH:5][C:10](=[O:23])[CH2:11][CH2:12]1)([O-:22])=[O:21], predict the reactants needed to synthesize it. The reactants are: C([O-])(=O)C.[NH4+:5].[CH2:6]=O.CO[C:10](=[O:23])[CH2:11][CH2:12][CH:13]([N+:20]([O-:22])=[O:21])[C:14]1[CH:19]=[CH:18][CH:17]=[CH:16][CH:15]=1. (4) Given the product [NH2:1][C:2]1[C:3]([C:9]2[O:10][C:47]([C:46]3[CH:45]=[C:44]([CH:52]=[CH:51][CH:50]=3)[CH2:43][NH:42][C:40](=[O:41])[O:39][C:35]([CH3:38])([CH3:36])[CH3:37])=[N:12][N:11]=2)=[N:4][C:5]([Br:8])=[CH:6][N:7]=1, predict the reactants needed to synthesize it. The reactants are: [NH2:1][C:2]1[C:3]([C:9]([NH:11][NH2:12])=[O:10])=[N:4][C:5]([Br:8])=[CH:6][N:7]=1.CN(C(ON1N=NC2C=CC=CC1=2)=[N+](C)C)C.[B-](F)(F)(F)F.[C:35]([O:39][C:40]([NH:42][CH2:43][C:44]1[CH:45]=[C:46]([CH:50]=[CH:51][CH:52]=1)[C:47](O)=O)=[O:41])([CH3:38])([CH3:37])[CH3:36].CCN(C(C)C)C(C)C.BrP(Br)(C1C=CC=CC=1)(C1C=CC=CC=1)C1C=CC=CC=1. (5) Given the product [CH3:1][O:2][C:3]([C@H:5]1[CH2:10][CH2:9][C@H:8]([CH2:11][N:12]2[C:13]3=[N:14][C:15]([N:22]([CH2:24][CH2:25][N:26]([CH3:28])[CH3:27])[CH3:23])=[CH:16][CH:17]=[C:18]3[NH:19][C:32]2=[O:34])[CH2:7][CH2:6]1)=[O:4], predict the reactants needed to synthesize it. The reactants are: [CH3:1][O:2][C:3]([C@H:5]1[CH2:10][CH2:9][C@H:8]([CH2:11][NH:12][C:13]2[C:18]([N+:19]([O-])=O)=[CH:17][CH:16]=[C:15]([N:22]([CH2:24][CH2:25][N:26]([CH3:28])[CH3:27])[CH3:23])[N:14]=2)[CH2:7][CH2:6]1)=[O:4].[H][H].Cl[C:32](Cl)([O:34]C(=O)OC(Cl)(Cl)Cl)Cl.O.